Dataset: Reaction yield outcomes from USPTO patents with 853,638 reactions. Task: Predict the reaction yield, written as a fraction of the theoretical maximum amount of product (1.0 means a 100% yield; for example, 0.34 means a 34% yield). (1) The reactants are Cl[C:2]1[CH:7]=[C:6]([C:8]2[CH:13]=[CH:12][CH:11]=[C:10]([C:14]#[C:15][C@:16]3([OH:23])[CH2:20][CH2:19][N:18]([CH3:21])[C:17]3=[O:22])[CH:9]=2)[N:5]=[C:4]([C:24]([O:26][CH2:27][CH3:28])=[O:25])[CH:3]=1.[CH3:29][C:30]1[N:35]=[CH:34][C:33](B(O)O)=[CH:32][CH:31]=1. No catalyst specified. The product is [OH:23][C@@:16]1([C:15]#[C:14][C:10]2[CH:9]=[C:8]([C:6]3[N:5]=[C:4]([C:24]([O:26][CH2:27][CH3:28])=[O:25])[CH:3]=[C:2]([C:33]4[CH:34]=[N:35][C:30]([CH3:29])=[CH:31][CH:32]=4)[CH:7]=3)[CH:13]=[CH:12][CH:11]=2)[CH2:20][CH2:19][N:18]([CH3:21])[C:17]1=[O:22]. The yield is 0.420. (2) The reactants are [OH:1][CH2:2][CH2:3][C:4]1[C:13]2[C:8](=[CH:9][CH:10]=[CH:11][CH:12]=2)[CH:7]=[CH:6][CH:5]=1.O[C:15]1[CH:30]=[CH:29][C:18]([CH2:19][CH:20]([C:25]([O:27][CH3:28])=[O:26])[C:21]([O:23][CH3:24])=[O:22])=[CH:17][CH:16]=1.CCOC(/N=N/C(OCC)=O)=O.C1C=CC(P(C2C=CC=CC=2)C2C=CC=CC=2)=CC=1. No catalyst specified. The product is [C:4]1([CH2:3][CH2:2][O:1][C:15]2[CH:30]=[CH:29][C:18]([CH2:19][CH:20]([C:25]([O:27][CH3:28])=[O:26])[C:21]([O:23][CH3:24])=[O:22])=[CH:17][CH:16]=2)[C:13]2[C:8](=[CH:9][CH:10]=[CH:11][CH:12]=2)[CH:7]=[CH:6][CH:5]=1. The yield is 0.610. (3) The reactants are [S:1]1[CH:5]=[CH:4][CH:3]=[C:2]1[C:6]1[C:7](=[O:16])[NH:8][C:9]2[C:14]([N:15]=1)=[CH:13][CH:12]=[CH:11][CH:10]=2.[C:17]1(N)[CH:22]=[CH:21][CH:20]=CC=1N.S1C=CC=C1C(=O)C(OCC)=O.BrCC1CCC1.C(=O)([O-])[O-].[K+].[K+]. The catalyst is CN(C)C=O. The product is [CH:20]1([O:16][C:7]2[C:6]([C:2]3[S:1][CH:5]=[CH:4][CH:3]=3)=[N:15][C:14]3[C:9](=[CH:10][CH:11]=[CH:12][CH:13]=3)[N:8]=2)[CH2:21][CH2:22][CH2:17]1. The yield is 0.0540. (4) The reactants are [N:1]([CH:4]([C:6]1[N:11]([C:12]2[CH:17]=[CH:16][CH:15]=[CH:14][CH:13]=2)[C:10](=[O:18])[N:9]2[C:19]([Cl:22])=[CH:20][N:21]=[C:8]2[CH:7]=1)[CH3:5])=[N+]=[N-].N.O.C1C=CC(P(C2C=CC=CC=2)C2C=CC=CC=2)=CC=1. The catalyst is C1COCC1. The product is [NH2:1][CH:4]([C:6]1[N:11]([C:12]2[CH:17]=[CH:16][CH:15]=[CH:14][CH:13]=2)[C:10](=[O:18])[N:9]2[C:19]([Cl:22])=[CH:20][N:21]=[C:8]2[CH:7]=1)[CH3:5]. The yield is 0.500.